From a dataset of Full USPTO retrosynthesis dataset with 1.9M reactions from patents (1976-2016). Predict the reactants needed to synthesize the given product. The reactants are: [Cl:1][C:2]1[CH:3]=[C:4]([C:28](O)=[O:29])[CH:5]=[N:6][C:7]=1[CH2:8][NH:9][C:10]([NH:12][CH:13]1[C:19]2[CH:20]=[CH:21][CH:22]=[CH:23][C:18]=2[CH2:17][CH2:16][C:15]2[CH:24]=[CH:25][CH:26]=[CH:27][C:14]1=2)=[O:11].CN(C(ON1N=NC2C=CC=NC1=2)=[N+](C)C)C.F[P-](F)(F)(F)(F)F.CCN(C(C)C)C(C)C.Cl.[CH2:65]([O:67][C:68](=[O:72])[CH2:69][NH:70][CH3:71])[CH3:66]. Given the product [CH2:65]([O:67][C:68](=[O:72])[CH2:69][N:70]([C:28]([C:4]1[CH:5]=[N:6][C:7]([CH2:8][NH:9][C:10]([NH:12][CH:13]2[C:14]3[CH:27]=[CH:26][CH:25]=[CH:24][C:15]=3[CH2:16][CH2:17][C:18]3[CH:23]=[CH:22][CH:21]=[CH:20][C:19]2=3)=[O:11])=[C:2]([Cl:1])[CH:3]=1)=[O:29])[CH3:71])[CH3:66], predict the reactants needed to synthesize it.